Dataset: Reaction yield outcomes from USPTO patents with 853,638 reactions. Task: Predict the reaction yield, written as a fraction of the theoretical maximum amount of product (1.0 means a 100% yield; for example, 0.34 means a 34% yield). (1) The reactants are S([O-])([O:4][CH2:5][C:6]([O:15][CH2:16][CH2:17][CH2:18][CH2:19][CH2:20][CH3:21])([O:8][CH2:9][CH2:10][CH2:11][CH2:12][CH2:13][CH3:14])[CH3:7])(=O)=O.[Na+].[OH2:24]. The catalyst is C1(C)C=CC=CC=1.CC1C=CC(S(O)(=O)=O)=CC=1. The product is [CH2:9]([O:8][C:6]([O:15][CH2:16][CH2:17][CH2:18][CH2:19][CH2:20][CH3:21])([CH3:7])[C:5]([O:24][CH2:9][CH2:10][CH2:11][CH2:12][CH2:13][CH3:14])=[O:4])[CH2:10][CH2:11][CH2:12][CH2:13][CH3:14]. The yield is 0.840. (2) The reactants are [OH:1][C@@H:2]1[CH2:7][CH2:6][C@H:5]([C:8]([OH:10])=O)[CH2:4][CH2:3]1.[CH:11]([N:14]1[CH2:19][CH2:18][NH:17][CH2:16][CH2:15]1)([CH3:13])[CH3:12].CN(C(ON1N=NC2C=CC=CC1=2)=[N+](C)C)C.[B-](F)(F)(F)F.C(N(CC)CC)C. The catalyst is CN(C=O)C. The product is [CH:11]([N:14]1[CH2:19][CH2:18][N:17]([C:8]([C@H:5]2[CH2:4][CH2:3][C@@H:2]([OH:1])[CH2:7][CH2:6]2)=[O:10])[CH2:16][CH2:15]1)([CH3:13])[CH3:12]. The yield is 0.610. (3) The reactants are [NH2:1][C:2]1[NH:7][C:6](=O)[C:5]([O:9][C:10]2[CH:15]=[C:14]([CH3:16])[C:13]([O:17][CH3:18])=[CH:12][C:11]=2[CH:19]([CH3:21])[CH3:20])=[CH:4][N:3]=1.P(Cl)(Cl)([Cl:24])=O. No catalyst specified. The product is [Cl:24][C:6]1[C:5]([O:9][C:10]2[CH:15]=[C:14]([CH3:16])[C:13]([O:17][CH3:18])=[CH:12][C:11]=2[CH:19]([CH3:21])[CH3:20])=[CH:4][N:3]=[C:2]([NH2:1])[N:7]=1. The yield is 0.880. (4) The reactants are C([O:3][C:4](=[O:43])[CH2:5][CH:6]([C:29]1[CH:34]=[CH:33][CH:32]=[C:31]([O:35][CH2:36][C:37]2[CH:42]=[CH:41][CH:40]=[CH:39][CH:38]=2)[CH:30]=1)[N:7]1[C:15]2[C:10](=[CH:11][C:12]([O:16][CH2:17][CH2:18][C:19]3[CH:28]=[CH:27][C:26]4[CH2:25][CH2:24][CH2:23][NH:22][C:21]=4[N:20]=3)=[CH:13][CH:14]=2)[CH:9]=[CH:8]1)C.[OH-].[Li+].[Cl-].[NH4+]. The catalyst is C1COCC1.CO.O. The product is [CH2:36]([O:35][C:31]1[CH:30]=[C:29]([CH:6]([N:7]2[C:15]3[C:10](=[CH:11][C:12]([O:16][CH2:17][CH2:18][C:19]4[CH:28]=[CH:27][C:26]5[CH2:25][CH2:24][CH2:23][NH:22][C:21]=5[N:20]=4)=[CH:13][CH:14]=3)[CH:9]=[CH:8]2)[CH2:5][C:4]([OH:43])=[O:3])[CH:34]=[CH:33][CH:32]=1)[C:37]1[CH:42]=[CH:41][CH:40]=[CH:39][CH:38]=1. The yield is 0.250. (5) The reactants are [O:1]1[CH2:6][CH2:5][CH2:4][CH2:3][CH:2]1[N:7]1[C:15]2[C:10](=[CH:11][C:12]([C:16]3[N:20]=[CH:19][N:18]([C:21]([C:34]4[CH:39]=[CH:38][CH:37]=[CH:36][CH:35]=4)([C:28]4[CH:33]=[CH:32][CH:31]=[CH:30][CH:29]=4)[C:22]4[CH:27]=[CH:26][CH:25]=[CH:24][CH:23]=4)[N:17]=3)=[CH:13][CH:14]=2)[C:9]([C:40]2[CH:41]=[C:42]([CH:47]=[CH:48][CH:49]=2)[C:43](OC)=[O:44])=[N:8]1.[OH-].[Li+].[CH3:52][C:53]([CH3:57])([CH3:56])[CH2:54][NH2:55].O.ON1C2C=CC=CC=2N=N1.Cl.CN(C)CCCN=C=NCC. The catalyst is O1CCCC1.O1CCCC1.O. The product is [CH3:52][C:53]([CH3:57])([CH3:56])[CH2:54][NH:55][C:43]([C:42]1[CH:47]=[CH:48][CH:49]=[C:40]([C:9]2[C:10]3[C:15](=[CH:14][CH:13]=[C:12]([C:16]4[N:20]=[CH:19][N:18]([C:21]([C:28]5[CH:29]=[CH:30][CH:31]=[CH:32][CH:33]=5)([C:34]5[CH:39]=[CH:38][CH:37]=[CH:36][CH:35]=5)[C:22]5[CH:27]=[CH:26][CH:25]=[CH:24][CH:23]=5)[N:17]=4)[CH:11]=3)[N:7]([CH:2]3[CH2:3][CH2:4][CH2:5][CH2:6][O:1]3)[N:8]=2)[CH:41]=1)=[O:44]. The yield is 0.720. (6) The reactants are [NH2:1][C:2]1[N:10]=[C:9](Cl)[CH:8]=[CH:7][C:3]=1[C:4]([NH2:6])=[O:5].C(O[C:17](=[O:24])[NH:18][C@@H:19]1[CH2:23][CH2:22][NH:21][CH2:20]1)(C)(C)C.[C:25](O)(=O)[CH:26]=C. No catalyst specified. The product is [C:17]([NH:18][C@@H:19]1[CH2:23][CH2:22][N:21]([C:9]2[CH:8]=[CH:7][C:3]([C:4]([NH2:6])=[O:5])=[C:2]([NH2:1])[N:10]=2)[CH2:20]1)(=[O:24])[CH:25]=[CH2:26]. The yield is 0.560. (7) The yield is 0.894. The reactants are C[O:2][C:3](=[O:20])[CH:4]([C:11]1[CH:16]=[CH:15][C:14]([S:17][CH3:18])=[C:13]([Cl:19])[CH:12]=1)[CH2:5][CH:6]1[CH2:10][CH2:9][CH2:8][CH2:7]1.[OH-].[K+]. The catalyst is C(O)C.O. The product is [Cl:19][C:13]1[CH:12]=[C:11]([CH:4]([CH2:5][CH:6]2[CH2:10][CH2:9][CH2:8][CH2:7]2)[C:3]([OH:20])=[O:2])[CH:16]=[CH:15][C:14]=1[S:17][CH3:18]. (8) The reactants are [CH3:1][O:2][C:3]1[CH:4]=[C:5](Cl)[CH:6]=[CH:7][CH:8]=1.[F:10][C:11]1[CH:16]=[CH:15][C:14]([C:17](=[O:19])[CH3:18])=[CH:13][CH:12]=1.P. The catalyst is C1(C)C=CC=CC=1.C(Cl)C=CC1C=CC=CC=1.[Pd]. The product is [F:10][C:11]1[CH:16]=[CH:15][C:14]([C:17](=[O:19])[CH2:18][C:5]2[CH:6]=[CH:7][CH:8]=[C:3]([O:2][CH3:1])[CH:4]=2)=[CH:13][CH:12]=1. The yield is 0.750. (9) The reactants are COCN[C:5]([C:7]1[C:8]([NH2:16])=[N:9][C:10]([S:13][CH2:14][CH3:15])=[N:11][CH:12]=1)=[O:6].[CH3:17][O:18][C:19]1[CH:24]=[CH:23][CH:22]=[CH:21][C:20]=1[Li]. The catalyst is O1CCCC1. The product is [NH2:16][C:8]1[C:7]([C:5]([C:20]2[CH:21]=[CH:22][CH:23]=[CH:24][C:19]=2[O:18][CH3:17])=[O:6])=[CH:12][N:11]=[C:10]([S:13][CH2:14][CH3:15])[N:9]=1. The yield is 0.940.